Task: Predict which catalyst facilitates the given reaction.. Dataset: Catalyst prediction with 721,799 reactions and 888 catalyst types from USPTO (1) Reactant: Br[C:2]1[CH:3]=[C:4]([N:12]2[CH:16]=[CH:15][N:14]=[CH:13]2)[CH:5]=[C:6]([C:8]([CH3:11])([CH3:10])[CH3:9])[CH:7]=1.[C:17]([C:21]1[CH:26]=[CH:25][N:24]=[C:23]([N:27]2[C:39]3[CH:38]=[C:37]([OH:40])[CH:36]=[CH:35][C:34]=3[C:33]3[C:28]2=[CH:29][CH:30]=[CH:31][CH:32]=3)[CH:22]=1)([CH3:20])([CH3:19])[CH3:18].N1C=CC=CC=1C(O)=O.[O-]P([O-])([O-])=O.[K+].[K+].[K+]. Product: [C:8]([C:6]1[CH:7]=[C:2]([CH:3]=[C:4]([N:12]2[CH:16]=[CH:15][N:14]=[CH:13]2)[CH:5]=1)[O:40][C:37]1[CH:36]=[CH:35][C:34]2[C:33]3[C:28](=[CH:29][CH:30]=[CH:31][CH:32]=3)[N:27]([C:23]3[CH:22]=[C:21]([C:17]([CH3:20])([CH3:19])[CH3:18])[CH:26]=[CH:25][N:24]=3)[C:39]=2[CH:38]=1)([CH3:11])([CH3:10])[CH3:9]. The catalyst class is: 156. (2) Reactant: Cl.[NH2:2][C:3]([NH2:5])=[NH:4].CC([O-])(C)C.[K+].[N+:12]([C:15]1[CH:20]=[CH:19][CH:18]=[CH:17][CH:16]=1)([O-])=O. Product: [NH2:4][C:3]1[N:5]=[N:12][C:15]2[CH:20]=[CH:19][CH:18]=[CH:17][C:16]=2[N:2]=1. The catalyst class is: 16.